This data is from Catalyst prediction with 721,799 reactions and 888 catalyst types from USPTO. The task is: Predict which catalyst facilitates the given reaction. (1) Reactant: Br[C:2]1[CH:3]=[CH:4][C:5]([N:30]([CH2:38][C:39]([O:41][C:42]([CH3:45])([CH3:44])[CH3:43])=[O:40])[C:31]([O:33][C:34]([CH3:37])([CH3:36])[CH3:35])=[O:32])=[N:6][C:7]=1[CH:8]([CH2:19][C:20]1[CH:25]=[CH:24][C:23]([O:26][CH:27]([F:29])[F:28])=[CH:22][CH:21]=1)[NH:9][S:10]([C:13]1[CH:14]=[N:15][CH:16]=[CH:17][CH:18]=1)(=[O:12])=[O:11].C(N(CC)CC)C. Product: [C:34]([O:33][C:31]([N:30]([CH2:38][C:39]([O:41][C:42]([CH3:45])([CH3:44])[CH3:43])=[O:40])[C:5]1[CH:4]=[CH:3][CH:2]=[C:7]([CH:8]([CH2:19][C:20]2[CH:21]=[CH:22][C:23]([O:26][CH:27]([F:28])[F:29])=[CH:24][CH:25]=2)[NH:9][S:10]([C:13]2[CH:14]=[N:15][CH:16]=[CH:17][CH:18]=2)(=[O:12])=[O:11])[N:6]=1)=[O:32])([CH3:36])([CH3:37])[CH3:35]. The catalyst class is: 63. (2) Reactant: [NH:1]([C:26]([O:28][C:29]([CH3:32])([CH3:31])[CH3:30])=[O:27])[C@@H:2]([C:23]([OH:25])=[O:24])[CH2:3][CH2:4][NH:5]C(OCC1C2C(=CC=CC=2)C2C1=CC=CC=2)=O.N1CCCCC1. The catalyst class is: 3. Product: [NH2:5][CH2:4][CH2:3][C@@H:2]([NH:1][C:26]([O:28][C:29]([CH3:32])([CH3:31])[CH3:30])=[O:27])[C:23]([OH:25])=[O:24].